From a dataset of Catalyst prediction with 721,799 reactions and 888 catalyst types from USPTO. Predict which catalyst facilitates the given reaction. (1) Reactant: [C:1]1([NH:7][NH2:8])[CH:6]=[CH:5][CH:4]=[CH:3][CH:2]=1.[NH:9]1[CH2:14][CH2:13][C:12](=O)[CH2:11][C:10]1=[O:16]. Product: [C:1]1([NH:7][NH:8][C:12]2[CH2:13][CH2:14][NH:9][C:10](=[O:16])[CH:11]=2)[CH:6]=[CH:5][CH:4]=[CH:3][CH:2]=1. The catalyst class is: 6. (2) Reactant: [N:1]1[N:2]=[CH:3][N:4]2[CH2:9][CH2:8][NH:7][CH2:6][C:5]=12.Cl[CH2:11][CH2:12][CH2:13][O:14][C:15]1[CH:16]=[C:17]2[C:22](=[CH:23][C:24]=1[O:25][CH3:26])[N:21]=[CH:20][N:19]=[C:18]2[NH:27][C:28]1[CH:33]=[CH:32][C:31]([F:34])=[CH:30][CH:29]=1.C(Cl)Cl. Product: [N:1]1[N:2]=[CH:3][N:4]2[CH2:9][CH2:8][N:7]([CH2:11][CH2:12][CH2:13][O:14][C:15]3[CH:16]=[C:17]4[C:22](=[CH:23][C:24]=3[O:25][CH3:26])[N:21]=[CH:20][N:19]=[C:18]4[NH:27][C:28]3[CH:29]=[CH:30][C:31]([F:34])=[CH:32][CH:33]=3)[CH2:6][C:5]=12. The catalyst class is: 3.